Dataset: Forward reaction prediction with 1.9M reactions from USPTO patents (1976-2016). Task: Predict the product of the given reaction. (1) Given the reactants [Cl:1][C:2]1[CH:7]=[CH:6][C:5]([CH:8]([C:20]2[CH:25]=[CH:24][C:23]([OH:26])=[C:22]([F:27])[CH:21]=2)[CH2:9][C:10]([C:12]2[CH:13]=[CH:14][C:15](=[O:19])[N:16]([CH3:18])[CH:17]=2)=[O:11])=[C:4]([CH3:28])[CH:3]=1.[CH3:29][S:30](OC[CH2:29][S:30](C)(=[O:32])=[O:31])(=[O:32])=[O:31].C(=O)([O-])[O-].[Cs+].[Cs+], predict the reaction product. The product is: [Cl:1][C:2]1[CH:7]=[CH:6][C:5]([CH:8]([C:20]2[CH:25]=[CH:24][C:23]([O:26][S:30]([CH3:29])(=[O:32])=[O:31])=[C:22]([F:27])[CH:21]=2)[CH2:9][C:10]([C:12]2[CH:13]=[CH:14][C:15](=[O:19])[N:16]([CH3:18])[CH:17]=2)=[O:11])=[C:4]([CH3:28])[CH:3]=1. (2) Given the reactants [CH3:1][N:2]1[CH2:25][CH2:24][C:5]2[N:6]([CH2:14][C:15]([C:18]3[CH:23]=[N:22][CH:21]=[CH:20][N:19]=3)(O)[CH3:16])[C:7]3[CH:8]=[CH:9][C:10]([CH3:13])=[CH:11][C:12]=3[C:4]=2[CH2:3]1.S(Cl)(Cl)=O.[OH-].[K+], predict the reaction product. The product is: [CH3:1][N:2]1[CH2:25][CH2:24][C:5]2[N:6](/[CH:14]=[C:15](/[C:18]3[CH:23]=[N:22][CH:21]=[CH:20][N:19]=3)\[CH3:16])[C:7]3[CH:8]=[CH:9][C:10]([CH3:13])=[CH:11][C:12]=3[C:4]=2[CH2:3]1. (3) Given the reactants [C:1]1([C:7]23[CH2:13][CH:10]([CH2:11][CH2:12]2)[CH:9]=[CH:8]3)[CH:6]=[CH:5][CH:4]=[CH:3][CH:2]=1.[CH2:14]=[CH2:15], predict the reaction product. The product is: [C:1]1([C:7]23[CH2:13][CH:10]([CH2:11][CH2:12]2)[CH:9]=[CH:8]3)[CH:6]=[CH:5][CH:4]=[CH:3][CH:2]=1.[CH2:14]=[CH2:15]. (4) Given the reactants [N+:1]([C:4]1[C:9]2[O:10][CH2:11][O:12][C:8]=2[C:7]([C:13]([OH:15])=[O:14])=[CH:6][CH:5]=1)([O-])=O.[H][H], predict the reaction product. The product is: [NH2:1][C:4]1[C:9]2[O:10][CH2:11][O:12][C:8]=2[C:7]([C:13]([OH:15])=[O:14])=[CH:6][CH:5]=1.